From a dataset of Full USPTO retrosynthesis dataset with 1.9M reactions from patents (1976-2016). Predict the reactants needed to synthesize the given product. (1) The reactants are: [CH2:1]([C:5]1[N:6]=[C:7]([CH2:27][CH2:28][CH3:29])[NH:8][C:9](=[O:26])[C:10]=1[CH2:11][C:12]1[CH:17]=[CH:16][C:15]([C:18]2[C:19]([C:24]#[N:25])=[CH:20][CH:21]=[CH:22][CH:23]=2)=[CH:14][CH:13]=1)[CH2:2][CH2:3][CH3:4].[O:30]1[C:34]2[CH:35]=[CH:36][C:37](B(O)O)=[CH:38][C:33]=2[CH2:32][CH2:31]1.N1C=CC=CC=1.C(N(CC)CC)C. Given the product [CH2:1]([C:5]1[N:6]=[C:7]([CH2:27][CH2:28][CH3:29])[N:8]([C:37]2[CH:36]=[CH:35][C:34]3[O:30][CH2:31][CH2:32][C:33]=3[CH:38]=2)[C:9](=[O:26])[C:10]=1[CH2:11][C:12]1[CH:17]=[CH:16][C:15]([C:18]2[C:19]([C:24]#[N:25])=[CH:20][CH:21]=[CH:22][CH:23]=2)=[CH:14][CH:13]=1)[CH2:2][CH2:3][CH3:4], predict the reactants needed to synthesize it. (2) The reactants are: [NH2:1][C:2]1[CH:7]=[CH:6][C:5]([S:8]([N:11]([CH2:17][C:18]2[CH:23]=[CH:22][C:21]([O:24][CH3:25])=[CH:20][CH:19]=2)[C:12]2[S:16]N=[CH:14][N:13]=2)(=[O:10])=[O:9])=[CH:4][C:3]=1[O:26][CH2:27][C:28](=[O:35])[C:29]1C=CC=CC=1.Cl[CH2:37]C(=O)C. Given the product [NH2:1][C:2]1[CH:7]=[CH:6][C:5]([S:8]([N:11]([CH2:17][C:18]2[CH:19]=[CH:20][C:21]([O:24][CH3:25])=[CH:22][CH:23]=2)[C:12]2[S:16][CH:37]=[CH:14][N:13]=2)(=[O:10])=[O:9])=[CH:4][C:3]=1[O:26][CH2:27][C:28](=[O:35])[CH3:29], predict the reactants needed to synthesize it.